This data is from Reaction yield outcomes from USPTO patents with 853,638 reactions. The task is: Predict the reaction yield, written as a fraction of the theoretical maximum amount of product (1.0 means a 100% yield; for example, 0.34 means a 34% yield). (1) The reactants are [C:1]([O:7][CH2:8][CH3:9])(=[O:6])[CH2:2][C:3]([CH3:5])=[O:4].[CH:10](OCC)(OCC)[O:11][CH2:12][CH3:13].C(OC(=O)C)(=O)C. No catalyst specified. The product is [CH2:12]([O:11][CH:10]=[C:2]([C:3](=[O:4])[CH3:5])[C:1]([O:7][CH2:8][CH3:9])=[O:6])[CH3:13]. The yield is 0.700. (2) The reactants are Cl[C:2]1[CH:3]=[CH:4][C:5]([S:8]([N:11]([CH2:21][C:22]2[CH:27]=[CH:26][C:25]([O:28][CH3:29])=[CH:24][CH:23]=2)[CH2:12][C:13]2[CH:18]=[CH:17][C:16]([O:19][CH3:20])=[CH:15][CH:14]=2)(=[O:10])=[O:9])=[N:6][CH:7]=1.[CH3:30][O:31][CH2:32][C@H:33]([CH3:53])[O:34][C:35]1[CH:36]=[C:37]([OH:52])[CH:38]=[C:39]([C:41]2[NH:42][C:43]([C:46]3[O:47][C@@H:48]([CH3:51])[CH2:49][N:50]=3)=[CH:44][CH:45]=2)[CH:40]=1.C(=O)([O-])[O-].[Cs+].[Cs+].O. The catalyst is CN(C)C=O. The product is [CH3:20][O:19][C:16]1[CH:17]=[CH:18][C:13]([CH2:12][N:11]([CH2:21][C:22]2[CH:27]=[CH:26][C:25]([O:28][CH3:29])=[CH:24][CH:23]=2)[S:8]([C:5]2[CH:4]=[CH:3][C:2]([O:52][C:37]3[CH:38]=[C:39]([C:41]4[NH:42][C:43]([C:46]5[O:47][C@@H:48]([CH3:51])[CH2:49][N:50]=5)=[CH:44][CH:45]=4)[CH:40]=[C:35]([O:34][C@@H:33]([CH3:53])[CH2:32][O:31][CH3:30])[CH:36]=3)=[CH:7][N:6]=2)(=[O:10])=[O:9])=[CH:14][CH:15]=1. The yield is 0.330. (3) The reactants are [CH:1]1([CH2:4][O:5][C:6]2[CH:7]=[C:8]([CH2:12][C:13](Cl)=[N:14][OH:15])[CH:9]=[CH:10][CH:11]=2)[CH2:3][CH2:2]1.[C:17]([C:19]1[C:20]([NH2:26])=[N:21][C:22]([NH2:25])=[CH:23][CH:24]=1)#[CH:18].C(N(CC)CC)C. The catalyst is O1CCCC1. The product is [CH:1]1([CH2:4][O:5][C:6]2[CH:7]=[C:8]([CH:9]=[CH:10][CH:11]=2)[CH2:12][C:13]2[CH:18]=[C:17]([C:19]3[C:20]([NH2:26])=[N:21][C:22]([NH2:25])=[CH:23][CH:24]=3)[O:15][N:14]=2)[CH2:3][CH2:2]1. The yield is 0.560. (4) The reactants are [NH2:1][CH:2]([CH3:32])[CH:3]([C:14]1[C:15]([CH3:31])=[C:16]([NH:20][C:21](=[O:30])[O:22][CH2:23][C:24]2[CH:29]=[CH:28][CH:27]=[CH:26][CH:25]=2)[CH:17]=[CH:18][CH:19]=1)[C:4]1[C:12]2[C:7](=[CH:8][C:9]([Br:13])=[CH:10][CH:11]=2)[NH:6][CH:5]=1.O=[CH:34][C:35]([O:37][CH2:38][CH3:39])=[O:36].C1(C)C=CC=CC=1.Cl. The catalyst is O1CCOCC1. The product is [CH2:23]([O:22][C:21]([NH:20][C:16]1[C:15]([CH3:31])=[C:14]([CH:3]2[C:4]3[C:12]4[C:7](=[CH:8][C:9]([Br:13])=[CH:10][CH:11]=4)[NH:6][C:5]=3[CH:34]([C:35]([O:37][CH2:38][CH3:39])=[O:36])[NH:1][CH:2]2[CH3:32])[CH:19]=[CH:18][CH:17]=1)=[O:30])[C:24]1[CH:25]=[CH:26][CH:27]=[CH:28][CH:29]=1. The yield is 1.00. (5) The reactants are Cl[C:2]1N=[C:6]([C:8]([F:14])([F:13])[C:9]([F:12])([F:11])[F:10])[CH:5]=[CH:4][N:3]=1.[CH3:15][C:16]1[CH:17]=C([CH:20]=[C:21]([C:23]2[S:27][CH:26]=[N:25][CH:24]=2)[CH:22]=1)N.[CH3:28][C:29]1(C)C2C(=C(P(C3C=CC=CC=3)C3C=CC=CC=3)C=CC=2)OC2C(P(C3C=CC=CC=3)C3C=CC=CC=3)=CC=C[C:30]1=2.C([O-])([O-])=O.[Cs+].[Cs+]. The catalyst is O1CCOCC1.CC([O-])=O.CC([O-])=O.[Pd+2]. The product is [CH3:15][C:16]1[CH:17]=[C:2]([CH:20]=[C:21]([C:23]2[S:27][CH:26]=[N:25][CH:24]=2)[CH:22]=1)[NH:3][C:4]1[CH:30]=[CH:29][CH:28]=[C:6]([C:8]([F:14])([F:13])[C:9]([F:12])([F:11])[F:10])[CH:5]=1. The yield is 0.130. (6) The reactants are [C:1]([C:5]1[CH:10]=[CH:9][C:8]([C:11]2[N:15]([CH3:16])[N:14]=[C:13]([C:17](=O)[CH3:18])[C:12]=2[OH:20])=[CH:7][CH:6]=1)([CH3:4])([CH3:3])[CH3:2].[Cl:21][C:22]1[CH:31]=[C:30]([C:32]([NH:34][NH2:35])=[O:33])[CH:29]=[CH:28][C:23]=1[C:24]([O:26][CH3:27])=[O:25]. The catalyst is C(O)(C)C. The product is [C:1]([C:5]1[CH:10]=[CH:9][C:8]([C:11]2[N:15]([CH3:16])[N:14]=[C:13]([C:17](=[N:35][NH:34][C:32]([C:30]3[CH:29]=[CH:28][C:23]([C:24]([O:26][CH3:27])=[O:25])=[C:22]([Cl:21])[CH:31]=3)=[O:33])[CH3:18])[C:12]=2[OH:20])=[CH:7][CH:6]=1)([CH3:4])([CH3:3])[CH3:2]. The yield is 0.850. (7) The reactants are [Cl:1][C:2]1[N:3]=[C:4]([Cl:11])[C:5]2[NH:10][CH:9]=[CH:8][C:6]=2[N:7]=1.[CH3:12]OS(C)(=O)=O.C(=O)([O-])[O-].[Cs+].[Cs+]. The catalyst is CN(C)C=O.C(OCC)(=O)C. The product is [Cl:1][C:2]1[N:3]=[C:4]([Cl:11])[C:5]2[N:10]([CH3:12])[CH:9]=[CH:8][C:6]=2[N:7]=1. The yield is 0.871. (8) The catalyst is C(Cl)(Cl)Cl. The product is [Br:11][C:8]1[C:7]([CH3:9])=[CH:6][C:4]([NH2:5])=[C:3]([CH3:10])[C:2]=1[Cl:1]. The reactants are [Cl:1][C:2]1[C:3]([CH3:10])=[C:4]([CH:6]=[C:7]([CH3:9])[CH:8]=1)[NH2:5].[Br-:11].[Br-].[Br-].C([N+](CCCC)(CCCC)CCCC)CCC.C([N+](CCCC)(CCCC)CCCC)CCC.C([N+](CCCC)(CCCC)CCCC)CCC. The yield is 0.320.